The task is: Predict which catalyst facilitates the given reaction.. This data is from Catalyst prediction with 721,799 reactions and 888 catalyst types from USPTO. Reactant: [Cl:1][C:2]1[CH:3]=[C:4]([C:10]([O:12][CH3:13])=[O:11])[CH:5]=[N:6][C:7]=1[C:8]#[N:9]. Product: [NH2:9][CH2:8][C:7]1[N:6]=[CH:5][C:4]([C:10]([O:12][CH3:13])=[O:11])=[CH:3][C:2]=1[Cl:1]. The catalyst class is: 227.